This data is from Catalyst prediction with 721,799 reactions and 888 catalyst types from USPTO. The task is: Predict which catalyst facilitates the given reaction. (1) Reactant: Cl[C:2]1[CH:7]=[C:6]([F:8])[N:5]2[N:9]=[C:10]([C:23]3[CH:28]=[CH:27][C:26]([F:29])=[CH:25][CH:24]=3)[C:11]([C:12]([N:14]([CH3:22])[C:15](=[O:21])[O:16][C:17]([CH3:20])([CH3:19])[CH3:18])=[O:13])=[C:4]2[CH:3]=1.[CH3:30][C:31]1[CH:39]=[CH:38][C:34]([C:35]([OH:37])=[O:36])=[CH:33][C:32]=1B1OC(C)(C)C(C)(C)O1.C(=O)([O-])[O-].[Na+].[Na+].O1CCOCC1. Product: [C:17]([O:16][C:15]([N:14]([CH3:22])[C:12]([C:11]1[C:10]([C:23]2[CH:28]=[CH:27][C:26]([F:29])=[CH:25][CH:24]=2)=[N:9][N:5]2[C:6]([F:8])=[CH:7][C:2]([C:32]3[CH:33]=[C:34]([CH:38]=[CH:39][C:31]=3[CH3:30])[C:35]([OH:37])=[O:36])=[CH:3][C:4]=12)=[O:13])=[O:21])([CH3:20])([CH3:19])[CH3:18]. The catalyst class is: 6. (2) Reactant: [NH2:1][C:2]1[N:3]=[C:4]([N:18]2[CH2:22][CH2:21][C@@H:20]([NH:23]C(=O)OC(C)(C)C)[CH2:19]2)[C:5]2[CH:10]=[C:9]([C:11]3[CH:16]=[CH:15][C:14]([F:17])=[CH:13][CH:12]=3)[S:8][C:6]=2[N:7]=1.FC(F)(F)C(O)=O. Product: [NH2:23][C@@H:20]1[CH2:21][CH2:22][N:18]([C:4]2[C:5]3[CH:10]=[C:9]([C:11]4[CH:16]=[CH:15][C:14]([F:17])=[CH:13][CH:12]=4)[S:8][C:6]=3[N:7]=[C:2]([NH2:1])[N:3]=2)[CH2:19]1. The catalyst class is: 4. (3) Reactant: Br[C:2]1[CH:3]=[C:4]2[C:9](=[CH:10][C:11]=1[O:12][CH2:13][CH3:14])[C:8]([CH3:16])([CH3:15])[CH2:7][CH:6]=[C:5]2[CH3:17].[B:18]1([B:18]2[O:22][C:21]([CH3:24])([CH3:23])[C:20]([CH3:26])([CH3:25])[O:19]2)[O:22][C:21]([CH3:24])([CH3:23])[C:20]([CH3:26])([CH3:25])[O:19]1.C([O-])(=O)C.[K+]. Product: [CH2:13]([O:12][C:11]1[C:2]([B:18]2[O:22][C:21]([CH3:24])([CH3:23])[C:20]([CH3:26])([CH3:25])[O:19]2)=[CH:3][C:4]2[C:5]([CH3:17])=[CH:6][CH2:7][C:8]([CH3:16])([CH3:15])[C:9]=2[CH:10]=1)[CH3:14]. The catalyst class is: 9. (4) Reactant: [Cl:1][C:2]1[CH:3]=[C:4]2[C:8](=[CH:9][CH:10]=1)[NH:7][CH:6]=[CH:5]2.[H-].[Na+].[CH3:13]I. Product: [Cl:1][C:2]1[CH:3]=[C:4]2[C:8](=[CH:9][CH:10]=1)[N:7]([CH3:13])[CH:6]=[CH:5]2. The catalyst class is: 3. (5) Reactant: [OH-].[Na+].C([N:6]1[C:16]2[CH2:15][CH:14]3[N:17]([S:18]([C:21]4[CH:26]=[CH:25][C:24]([Cl:27])=[CH:23][CH:22]=4)(=[O:20])=[O:19])[CH:10]([CH2:11][N:12]([C:28](=[O:30])[CH3:29])[CH2:13]3)[C:9]=2[CH:8]=[N:7]1)(=O)C. Product: [Cl:27][C:24]1[CH:23]=[CH:22][C:21]([S:18]([N:17]2[CH:14]3[CH2:13][N:12]([C:28](=[O:30])[CH3:29])[CH2:11][CH:10]2[C:9]2[CH:8]=[N:7][NH:6][C:16]=2[CH2:15]3)(=[O:19])=[O:20])=[CH:26][CH:25]=1. The catalyst class is: 375.